From a dataset of Full USPTO retrosynthesis dataset with 1.9M reactions from patents (1976-2016). Predict the reactants needed to synthesize the given product. (1) Given the product [NH2:17][C:18]1[CH:19]=[C:20]([CH:24]=[C:25]([CH3:27])[N:26]=1)[C:21]([NH:14][CH:12]([C:9]1[CH:10]=[N:11][C:6]([O:5][CH2:4][C:3]([F:2])([F:15])[F:16])=[CH:7][CH:8]=1)[CH3:13])=[O:22], predict the reactants needed to synthesize it. The reactants are: Cl.[F:2][C:3]([F:16])([F:15])[CH2:4][O:5][C:6]1[N:11]=[CH:10][C:9]([CH:12]([NH2:14])[CH3:13])=[CH:8][CH:7]=1.[NH2:17][C:18]1[CH:19]=[C:20]([CH:24]=[C:25]([CH3:27])[N:26]=1)[C:21](O)=[O:22]. (2) Given the product [Cl:13][Si:12]([Cl:15])([CH:10]=[CH2:11])[NH:3][Si:2]([CH3:9])([CH3:8])[CH3:1], predict the reactants needed to synthesize it. The reactants are: [CH3:1][Si:2]([CH3:9])([CH3:8])[NH:3][Si](C)(C)C.[CH:10]([Si:12]([Cl:15])(Cl)[Cl:13])=[CH2:11]. (3) Given the product [CH3:1][C:2]1[CH:7]=[C:6]([CH3:8])[CH:5]=[CH:4][C:3]=1[N:9]([CH2:10][CH:11]([CH3:13])[CH3:12])[S:15]([C:18]1[CH:19]=[CH:20][C:21]([O:27][CH3:28])=[C:22]([CH:26]=1)[C:23]([OH:25])=[O:24])(=[O:17])=[O:16], predict the reactants needed to synthesize it. The reactants are: [CH3:1][C:2]1[CH:7]=[C:6]([CH3:8])[CH:5]=[CH:4][C:3]=1[NH:9][CH2:10][CH:11]([CH3:13])[CH3:12].Cl[S:15]([C:18]1[CH:19]=[CH:20][C:21]([O:27][CH3:28])=[C:22]([CH:26]=1)[C:23]([OH:25])=[O:24])(=[O:17])=[O:16]. (4) Given the product [CH2:13]([O:12][C:10](=[O:11])[C:9]([NH:7][CH:8]=[O:1])=[CH:15][C:16]([CH3:22])([CH3:17])[CH:19]([CH3:21])[CH3:20])[CH3:14], predict the reactants needed to synthesize it. The reactants are: [O:1](C(C)(C)C)[K].[N+:7]([CH2:9][C:10]([O:12][CH2:13][CH3:14])=[O:11])#[C-:8].[CH3:15][C:16]([CH3:22])([CH:19]([CH3:21])[CH3:20])[CH:17]=O.CCOCC. (5) The reactants are: [Br:1][C:2]1[CH:3]=[C:4]([CH:21]=[C:22]([C:24]([F:27])([F:26])[F:25])[CH:23]=1)[C:5]([N:7]([CH2:9][C@H:10]([C:14]1[CH:19]=[CH:18][C:17]([F:20])=[CH:16][CH:15]=1)[CH2:11][CH:12]=O)[CH3:8])=[O:6].[NH:28]1[CH2:31][CH:30]([N:32]2[CH2:37][CH2:36][CH:35]([C:38]([N:40]3[CH2:43][CH2:42][CH2:41]3)=[O:39])[CH2:34][CH2:33]2)[CH2:29]1.CCN(C(C)C)C(C)C.C(O[BH-](OC(=O)C)OC(=O)C)(=O)C.[Na+]. Given the product [N:40]1([C:38]([CH:35]2[CH2:36][CH2:37][N:32]([CH:30]3[CH2:29][N:28]([CH2:12][CH2:11][C@@H:10]([C:14]4[CH:15]=[CH:16][C:17]([F:20])=[CH:18][CH:19]=4)[CH2:9][N:7]([CH3:8])[C:5](=[O:6])[C:4]4[CH:21]=[C:22]([C:24]([F:26])([F:27])[F:25])[CH:23]=[C:2]([Br:1])[CH:3]=4)[CH2:31]3)[CH2:33][CH2:34]2)=[O:39])[CH2:41][CH2:42][CH2:43]1, predict the reactants needed to synthesize it.